This data is from Reaction yield outcomes from USPTO patents with 853,638 reactions. The task is: Predict the reaction yield, written as a fraction of the theoretical maximum amount of product (1.0 means a 100% yield; for example, 0.34 means a 34% yield). (1) The reactants are [O:1]=[C:2]1[N:7]([CH2:8][CH2:9][CH:10]2[CH2:15][CH2:14][O:13][CH2:12][CH2:11]2)[C:6]2[N:16]=[C:17]([C:20]3[CH:25]=[CH:24][N:23]=[C:22]4[N:26](C(OC(C)(C)C)=O)[CH:27]=[CH:28][C:21]=34)[CH:18]=[N:19][C:5]=2[NH:4][CH2:3]1. The catalyst is Cl. The product is [NH:26]1[C:22]2=[N:23][CH:24]=[CH:25][C:20]([C:17]3[N:16]=[C:6]4[N:7]([CH2:8][CH2:9][CH:10]5[CH2:15][CH2:14][O:13][CH2:12][CH2:11]5)[C:2](=[O:1])[CH2:3][NH:4][C:5]4=[N:19][CH:18]=3)=[C:21]2[CH:28]=[CH:27]1. The yield is 0.630. (2) The reactants are [CH2:1]([CH:3]([CH2:10][CH2:11][CH2:12][CH3:13])[CH2:4][C:5]1[CH:9]=[CH:8][S:7][CH:6]=1)[CH3:2].[C:14](=O)=[O:15].CC(C)=O.C(N1CCCCC1)=O.Cl. The catalyst is O1CCCC1. The product is [CH2:1]([CH:3]([CH2:10][CH2:11][CH2:12][CH3:13])[CH2:4][C:5]1[CH:9]=[C:8]([CH:14]=[O:15])[S:7][CH:6]=1)[CH3:2]. The yield is 0.780.